From a dataset of Forward reaction prediction with 1.9M reactions from USPTO patents (1976-2016). Predict the product of the given reaction. (1) Given the reactants [F:1][C:2]1[C:7]([CH:8]([CH3:10])[CH3:9])=[CH:6][C:5]([C:11]2[CH:16]=[CH:15][C:14]([C:17]([F:20])([F:19])[F:18])=[CH:13][C:12]=2[CH:21]2[N:25]([CH2:26][C:27]3[CH:32]=[CH:31][C:30]([O:33][CH3:34])=[CH:29][CH:28]=3)[C:24](=[O:35])[NH:23][CH2:22]2)=[C:4]([O:36][CH3:37])[CH:3]=1.[CH2:38](Br)[C:39]1[CH:44]=[CH:43][CH:42]=[CH:41][CH:40]=1, predict the reaction product. The product is: [CH2:38]([N:23]1[CH2:22][CH:21]([C:12]2[CH:13]=[C:14]([C:17]([F:20])([F:18])[F:19])[CH:15]=[CH:16][C:11]=2[C:5]2[CH:6]=[C:7]([CH:8]([CH3:9])[CH3:10])[C:2]([F:1])=[CH:3][C:4]=2[O:36][CH3:37])[N:25]([CH2:26][C:27]2[CH:28]=[CH:29][C:30]([O:33][CH3:34])=[CH:31][CH:32]=2)[C:24]1=[O:35])[C:39]1[CH:44]=[CH:43][CH:42]=[CH:41][CH:40]=1. (2) Given the reactants [CH2:1]([O:8][C:9]1[CH:10]=[C:11]2[C:16](=[CH:17][CH:18]=1)[CH2:15][CH:14]([CH:19]([C:21]1[O:22][CH:23]=[CH:24][N:25]=1)[OH:20])[CH2:13][CH2:12]2)[C:2]1[CH:7]=[CH:6][CH:5]=[CH:4][CH:3]=1.[CH3:26][C:27]([Si:30](Cl)([CH3:32])[CH3:31])([CH3:29])[CH3:28].N1C=CN=C1, predict the reaction product. The product is: [CH2:1]([O:8][C:9]1[CH:10]=[C:11]2[C:16](=[CH:17][CH:18]=1)[CH2:15][CH:14]([CH:19]([O:20][Si:30]([C:27]([CH3:29])([CH3:28])[CH3:26])([CH3:32])[CH3:31])[C:21]1[O:22][CH:23]=[CH:24][N:25]=1)[CH2:13][CH2:12]2)[C:2]1[CH:7]=[CH:6][CH:5]=[CH:4][CH:3]=1. (3) Given the reactants C(O)C.C([N:11]1[CH2:16][CH2:15][N:14]([C:17](=[O:21])[C@@H:18]([OH:20])[CH3:19])[CH2:13][CH2:12]1)C1C=CC=CC=1.C1CCCCC=1.O.O.[C:30]([OH:35])(=[O:34])[C:31]([OH:33])=[O:32], predict the reaction product. The product is: [C:30]([OH:35])(=[O:34])[C:31]([OH:33])=[O:32].[OH:20][C@@H:18]([CH3:19])[C:17]([N:14]1[CH2:13][CH2:12][NH:11][CH2:16][CH2:15]1)=[O:21]. (4) The product is: [CH2:1]([O:3][C:4]([C:6]1[CH:15]=[C:14]([O:16][CH2:17][C:18]([N:37]2[CH2:36][CH2:35][N:34]([C:40]([O:42][C:43]([CH3:46])([CH3:45])[CH3:44])=[O:41])[CH2:39][CH2:38]2)=[O:20])[C:13]2[C:8](=[CH:9][C:10]([CH3:21])=[CH:11][CH:12]=2)[N:7]=1)=[O:5])[CH3:2]. Given the reactants [CH2:1]([O:3][C:4]([C:6]1[CH:15]=[C:14]([O:16][CH2:17][C:18]([OH:20])=O)[C:13]2[C:8](=[CH:9][C:10]([CH3:21])=[CH:11][CH:12]=2)[N:7]=1)=[O:5])[CH3:2].FC1C(O)=C(F)C(F)=C(F)C=1F.[N:34]1([C:40]([O:42][C:43]([CH3:46])([CH3:45])[CH3:44])=[O:41])[CH2:39][CH2:38][NH:37][CH2:36][CH2:35]1.C(N1CCOCC1)C, predict the reaction product. (5) Given the reactants Cl[C:2]1[C:11]2[C:6](=[CH:7][CH:8]=[CH:9][CH:10]=2)[N:5]=[C:4]([CH3:12])[N:3]=1.[F:13][C:14]1[CH:20]=[C:19]([O:21][CH3:22])[CH:18]=[CH:17][C:15]=1[NH2:16], predict the reaction product. The product is: [F:13][C:14]1[CH:20]=[C:19]([O:21][CH3:22])[CH:18]=[CH:17][C:15]=1[NH:16][C:2]1[C:11]2[C:6](=[CH:7][CH:8]=[CH:9][CH:10]=2)[N:5]=[C:4]([CH3:12])[N:3]=1. (6) Given the reactants [H-].[Na+].[OH:3][C:4]1([CH3:17])[CH2:9][CH2:8][N:7]([C:10]([O:12][C:13]([CH3:16])([CH3:15])[CH3:14])=[O:11])[CH2:6][CH2:5]1.[CH3:18]N(P(N(C)C)(N(C)C)=O)C.CI, predict the reaction product. The product is: [CH3:18][O:3][C:4]1([CH3:17])[CH2:5][CH2:6][N:7]([C:10]([O:12][C:13]([CH3:16])([CH3:15])[CH3:14])=[O:11])[CH2:8][CH2:9]1. (7) Given the reactants Br[C:2]1[S:6][C:5]([C@H:7]2[N:10]([C:11]3[CH:16]=[CH:15][CH:14]=[CH:13][CH:12]=3)[C:9](=[O:17])[C@@H:8]2[CH2:18][CH2:19][C@@H:20]([C:22]2[CH:27]=[CH:26][C:25]([F:28])=[CH:24][CH:23]=2)[OH:21])=[CH:4][CH:3]=1.[OH:29][C:30]1[CH:35]=[CH:34][C:33](B(O)O)=[CH:32][CH:31]=1, predict the reaction product. The product is: [F:28][C:25]1[CH:26]=[CH:27][C:22]([C@@H:20]([OH:21])[CH2:19][CH2:18][C@@H:8]2[C@@H:7]([C:5]3[S:6][C:2]([C:33]4[CH:34]=[CH:35][C:30]([OH:29])=[CH:31][CH:32]=4)=[CH:3][CH:4]=3)[N:10]([C:11]3[CH:16]=[CH:15][CH:14]=[CH:13][CH:12]=3)[C:9]2=[O:17])=[CH:23][CH:24]=1. (8) Given the reactants C(OC([N:8]1[CH2:13][CH2:12][N:11]([CH2:14][C:15]2[CH:20]=[CH:19][C:18]([C:21]3[NH:22][C:23](=[O:33])[C:24]4[C:29]([CH:30]=3)=[C:28]([C:31]#[N:32])[CH:27]=[CH:26][CH:25]=4)=[CH:17][CH:16]=2)[CH2:10][CH2:9]1)=O)(C)(C)C.C(O)(C(F)(F)F)=O, predict the reaction product. The product is: [O:33]=[C:23]1[C:24]2[CH:25]=[CH:26][CH:27]=[C:28]([C:31]#[N:32])[C:29]=2[CH:30]=[C:21]([C:18]2[CH:17]=[CH:16][C:15]([CH2:14][N:11]3[CH2:10][CH2:9][NH:8][CH2:13][CH2:12]3)=[CH:20][CH:19]=2)[NH:22]1.